From a dataset of NCI-60 drug combinations with 297,098 pairs across 59 cell lines. Regression. Given two drug SMILES strings and cell line genomic features, predict the synergy score measuring deviation from expected non-interaction effect. Drug 2: CN1C(=O)N2C=NC(=C2N=N1)C(=O)N. Cell line: UO-31. Drug 1: C1=CC(=CC=C1C#N)C(C2=CC=C(C=C2)C#N)N3C=NC=N3. Synergy scores: CSS=1.53, Synergy_ZIP=-0.679, Synergy_Bliss=0.349, Synergy_Loewe=-5.40, Synergy_HSA=-5.31.